From a dataset of Forward reaction prediction with 1.9M reactions from USPTO patents (1976-2016). Predict the product of the given reaction. (1) The product is: [CH2:10]=[CH:11][C:15]1[C:13]([CH:10]=[CH2:11])=[CH:16][CH:15]=[CH:13][CH:16]=1. Given the reactants N([CH:10]([C:13]([CH3:16])([CH3:15])C)[C:11]#N)=N[CH:10]([C:13](C)([CH3:16])[CH3:15])[C:11]#N, predict the reaction product. (2) Given the reactants [Cl:1][C:2]1[CH:3]=[C:4]([S:9]([NH:12][CH2:13][C:14]2([C:24]3[CH:29]=[CH:28][C:27](I)=[CH:26][CH:25]=3)[CH2:19][CH2:18][N:17]([CH2:20][CH:21]3[CH2:23][CH2:22]3)[CH2:16][CH2:15]2)(=[O:11])=[O:10])[CH:5]=[CH:6][C:7]=1[F:8].[C:31]([C:33]1[CH:34]=[C:35](B(O)O)[CH:36]=[CH:37][CH:38]=1)#[N:32].C([O-])([O-])=O.[Na+].[Na+].CCO, predict the reaction product. The product is: [Cl:1][C:2]1[CH:3]=[C:4]([S:9]([NH:12][CH2:13][C:14]2([C:24]3[CH:29]=[CH:28][C:27]([C:37]4[CH:36]=[CH:35][CH:34]=[C:33]([C:31]#[N:32])[CH:38]=4)=[CH:26][CH:25]=3)[CH2:19][CH2:18][N:17]([CH2:20][CH:21]3[CH2:23][CH2:22]3)[CH2:16][CH2:15]2)(=[O:11])=[O:10])[CH:5]=[CH:6][C:7]=1[F:8].